Task: Predict the reaction yield, written as a fraction of the theoretical maximum amount of product (1.0 means a 100% yield; for example, 0.34 means a 34% yield).. Dataset: Reaction yield outcomes from USPTO patents with 853,638 reactions (1) The reactants are Cl[C:2]([O:4][C:5]1[CH:10]=[CH:9][C:8]([N+:11]([O-:13])=[O:12])=[CH:7][CH:6]=1)=[O:3].C(N(C(C)C)CC)(C)C.[CH2:23]([O:25][C@@H:26]([CH2:31][C:32]1[CH:37]=[CH:36][C:35]([C:38]2[CH:43]=[CH:42][CH:41]=[C:40]([NH:44][CH3:45])[N:39]=2)=[CH:34][CH:33]=1)[C:27]([O:29][CH3:30])=[O:28])[CH3:24].O. The catalyst is ClCCl. The product is [CH2:23]([O:25][C@@H:26]([CH2:31][C:32]1[CH:37]=[CH:36][C:35]([C:38]2[CH:43]=[CH:42][CH:41]=[C:40]([N:44]([CH3:45])[C:2]([O:4][C:5]3[CH:10]=[CH:9][C:8]([N+:11]([O-:13])=[O:12])=[CH:7][CH:6]=3)=[O:3])[N:39]=2)=[CH:34][CH:33]=1)[C:27]([O:29][CH3:30])=[O:28])[CH3:24]. The yield is 1.00. (2) The catalyst is C(Cl)Cl.CC(C)=O.CO.C(Cl)Cl. The yield is 0.290. The reactants are [CH3:1][S:2]([CH2:5][CH2:6][CH2:7][OH:8])(=[O:4])=[O:3].N(C(N1CCCCC1)=O)=NC(N1CCCCC1)=O.[Cl:27][C:28]1[CH:47]=[CH:46][C:31]([NH:32][C:33]2[C:42]3[C:37](=[CH:38][C:39](O)=[C:40]([O:43][CH3:44])[CH:41]=3)[N:36]=[CH:35][N:34]=2)=[C:30]([F:48])[CH:29]=1.C(P(CCCC)CCCC)CCC.Cl. The product is [ClH:27].[Cl:27][C:28]1[CH:47]=[CH:46][C:31]([NH:32][C:33]2[C:42]3[C:37](=[CH:38][C:39]([O:8][CH2:7][CH2:6][CH2:5][S:2]([CH3:1])(=[O:4])=[O:3])=[C:40]([O:43][CH3:44])[CH:41]=3)[N:36]=[CH:35][N:34]=2)=[C:30]([F:48])[CH:29]=1. (3) The reactants are [F:1][C:2]1[C:3]([NH:22][CH3:23])=[CH:4][C:5]2[O:10][CH2:9][N:8]([C:11]3[CH:16]=[CH:15][C:14]([N+:17]([O-])=O)=[CH:13][CH:12]=3)[C:7](=[O:20])[C:6]=2[CH:21]=1. The catalyst is C(O)C.[Pd]. The product is [NH2:17][C:14]1[CH:13]=[CH:12][C:11]([N:8]2[C:7](=[O:20])[C:6]3[CH:21]=[C:2]([F:1])[C:3]([NH:22][CH3:23])=[CH:4][C:5]=3[O:10][CH2:9]2)=[CH:16][CH:15]=1. The yield is 0.980. (4) The yield is 0.320. The reactants are Br[CH2:2][CH:3]([OH:6])[CH2:4]Br.C(=O)([O-])[O-].[Na+].[Na+].[C:13]([O:17][C:18](=[O:27])[NH:19][C@H:20]1[CH2:25][CH2:24][C@H:23]([NH2:26])[CH2:22][CH2:21]1)([CH3:16])([CH3:15])[CH3:14].N1C=CN=C1.[C:33]([Si:37]([C:45]1[CH:50]=[CH:49][CH:48]=[CH:47][CH:46]=1)([C:39]1[CH:44]=[CH:43][CH:42]=[CH:41][CH:40]=1)Cl)([CH3:36])([CH3:35])[CH3:34]. The catalyst is C(OCC)(=O)C.C(O)C. The product is [C:13]([O:17][C:18](=[O:27])[NH:19][C@H:20]1[CH2:21][CH2:22][C@H:23]([N:26]2[CH2:4][CH:3]([O:6][Si:37]([C:33]([CH3:36])([CH3:35])[CH3:34])([C:45]3[CH:46]=[CH:47][CH:48]=[CH:49][CH:50]=3)[C:39]3[CH:44]=[CH:43][CH:42]=[CH:41][CH:40]=3)[CH2:2]2)[CH2:24][CH2:25]1)([CH3:16])([CH3:14])[CH3:15]. (5) The reactants are [CH2:1]([NH:8][C:9]1[C:14]2=[C:15]([C:18]3[CH:23]=[CH:22][CH:21]=[CH:20][CH:19]=3)[CH:16]=[CH:17][N:13]2[N:12]=[C:11](Cl)[N:10]=1)[C:2]1[CH:7]=[CH:6][CH:5]=[CH:4][CH:3]=1.CC1(C)C(C)(C)OB([C:33]2[CH:34]=[C:35]([NH2:39])[CH:36]=[N:37][CH:38]=2)O1.C([O-])([O-])=O.[K+].[K+]. The catalyst is O1CCOCC1.O.C1C=CC(P(C2C=CC=CC=2)[C-]2C=CC=C2)=CC=1.C1C=CC(P(C2C=CC=CC=2)[C-]2C=CC=C2)=CC=1.Cl[Pd]Cl.[Fe+2].C(Cl)Cl. The product is [NH2:39][C:35]1[CH:34]=[C:33]([C:11]2[N:10]=[C:9]([NH:8][CH2:1][C:2]3[CH:7]=[CH:6][CH:5]=[CH:4][CH:3]=3)[C:14]3=[C:15]([C:18]4[CH:23]=[CH:22][CH:21]=[CH:20][CH:19]=4)[CH:16]=[CH:17][N:13]3[N:12]=2)[CH:38]=[N:37][CH:36]=1. The yield is 0.0853.